This data is from Forward reaction prediction with 1.9M reactions from USPTO patents (1976-2016). The task is: Predict the product of the given reaction. Given the reactants [CH3:1][NH:2][C:3]1[CH:4]=[C:5]([CH:9]=[CH:10][C:11]=1[O:12][CH3:13])[C:6]([OH:8])=O.[CH3:14][O:15][C:16]1[CH:17]=[C:18]([CH:20]=[C:21]([O:23][CH3:24])[CH:22]=1)[NH2:19], predict the reaction product. The product is: [CH3:24][O:23][C:21]1[CH:20]=[C:18]([NH:19][C:6](=[O:8])[C:5]2[CH:9]=[CH:10][C:11]([O:12][CH3:13])=[C:3]([NH:2][CH3:1])[CH:4]=2)[CH:17]=[C:16]([O:15][CH3:14])[CH:22]=1.